From a dataset of Forward reaction prediction with 1.9M reactions from USPTO patents (1976-2016). Predict the product of the given reaction. (1) Given the reactants [NH2:1][C:2]1[N:7]=[CH:6][C:5]([C:8]2[N:9]=[C:10]([N:26]3[CH2:31][CH2:30][O:29][CH2:28][CH2:27]3)[C:11]3[S:16][C:15]([C:17]4[CH:18]=[C:19]([C:22](O)=[O:23])[S:20][CH:21]=4)=[C:14]([CH3:25])[C:12]=3[N:13]=2)=[CH:4][N:3]=1.[CH3:32][N:33]1[CH2:38][CH2:37][NH:36][CH2:35][CH2:34]1, predict the reaction product. The product is: [NH2:1][C:2]1[N:7]=[CH:6][C:5]([C:8]2[N:9]=[C:10]([N:26]3[CH2:27][CH2:28][O:29][CH2:30][CH2:31]3)[C:11]3[S:16][C:15]([C:17]4[CH:18]=[C:19]([C:22]([N:36]5[CH2:37][CH2:38][N:33]([CH3:32])[CH2:34][CH2:35]5)=[O:23])[S:20][CH:21]=4)=[C:14]([CH3:25])[C:12]=3[N:13]=2)=[CH:4][N:3]=1. (2) The product is: [Br:11][C:12]1[CH:19]=[CH:18][C:17]([N+:1]([O-:4])=[O:2])=[C:14]([CH:13]=1)[CH:15]=[O:16]. Given the reactants [N+:1]([O-:4])([O-])=[O:2].[K+].S(=O)(=O)(O)O.[Br:11][C:12]1[CH:13]=[C:14]([CH:17]=[CH:18][CH:19]=1)[CH:15]=[O:16], predict the reaction product. (3) Given the reactants [F:1][C:2]([F:21])([F:20])[C:3]1[CH:8]=[CH:7][N:6]=[C:5]([N:9]2[CH2:18][CH2:17][C:16]3[C:15](=O)[NH:14][CH:13]=[N:12][C:11]=3[CH2:10]2)[CH:4]=1.P(Cl)(Cl)([Cl:24])=O.CN(C)C1C=CC=CC=1.C(=O)(O)[O-].[Na+], predict the reaction product. The product is: [Cl:24][C:15]1[C:16]2[CH2:17][CH2:18][N:9]([C:5]3[CH:4]=[C:3]([C:2]([F:21])([F:20])[F:1])[CH:8]=[CH:7][N:6]=3)[CH2:10][C:11]=2[N:12]=[CH:13][N:14]=1. (4) The product is: [Cl:23][C:24]1[C:25]([C:38]([NH:20][C:15]2[CH:16]=[CH:17][CH:18]=[C:19]3[C:14]=2[N:13]=[CH:12][N:11]=[C:10]3[NH:9][C:5]2[CH:6]=[CH:7][CH:8]=[C:3]([C:2]([F:1])([F:21])[F:22])[CH:4]=2)=[O:39])=[N:26][C:27]([CH2:30][NH:31][C:32](=[O:37])[C:33]([CH3:36])([CH3:34])[CH3:35])=[CH:28][CH:29]=1. Given the reactants [F:1][C:2]([F:22])([F:21])[C:3]1[CH:4]=[C:5]([NH:9][C:10]2[C:19]3[C:14](=[C:15]([NH2:20])[CH:16]=[CH:17][CH:18]=3)[N:13]=[CH:12][N:11]=2)[CH:6]=[CH:7][CH:8]=1.[Cl:23][C:24]1[C:25]([C:38](O)=[O:39])=[N:26][C:27]([CH2:30][NH:31][C:32](=[O:37])[C:33]([CH3:36])([CH3:35])[CH3:34])=[CH:28][CH:29]=1.C(Cl)(=O)C(Cl)=O.CCN(C(C)C)C(C)C, predict the reaction product. (5) Given the reactants [Cl:1][C:2]1[CH:3]=[C:4]([CH:7]=[CH:8][C:9]=1[CH3:10])[C:5]#[N:6].[Br:11]N1C(=O)CCC1=O.N(C(C)(C)C#N)=NC(C)(C)C#N.O, predict the reaction product. The product is: [Br:11][CH2:10][C:9]1[CH:8]=[CH:7][C:4]([C:5]#[N:6])=[CH:3][C:2]=1[Cl:1]. (6) Given the reactants [C:1]([C:3]1[CH:7]=[CH:6][S:5][C:4]=1[NH:8][C:9](=[O:15])/[CH:10]=[CH:11]\[C:12]([OH:14])=O)#[N:2].CCN(CC)CC.ClC(OC)=O.[NH:28]1[CH:32]=[CH:31][CH:30]=[N:29]1, predict the reaction product. The product is: [C:1]([C:3]1[CH:7]=[CH:6][S:5][C:4]=1[NH:8][C:9](=[O:15])/[CH:10]=[CH:11]\[C:12](=[O:14])[N:28]1[CH:32]=[CH:31][CH:30]=[N:29]1)#[N:2]. (7) Given the reactants COC(=O)CC1C=CC([C:11]([F:14])([F:13])[F:12])=CC=1Cl.C1(COC2C=C(C(O)=O)C=CN=2)C=CC=CC=1.[CH2:34]([O:41][C:42]1[CH:47]=[C:46]([C:48](=[O:59])[CH:49]([C:51]2[CH:56]=[CH:55][C:54]([Cl:57])=[CH:53][C:52]=2[Cl:58])[CH3:50])[CH:45]=[CH:44][N:43]=1)[C:35]1[CH:40]=[CH:39][CH:38]=[CH:37][CH:36]=1, predict the reaction product. The product is: [CH2:34]([O:41][C:42]1[CH:47]=[C:46]([C:48]([OH:59])([CH:49]([C:51]2[CH:56]=[CH:55][C:54]([Cl:57])=[CH:53][C:52]=2[Cl:58])[CH3:50])[C:11]([F:14])([F:13])[F:12])[CH:45]=[CH:44][N:43]=1)[C:35]1[CH:40]=[CH:39][CH:38]=[CH:37][CH:36]=1. (8) Given the reactants Br[C:2]1[CH:7]=[CH:6][CH:5]=[CH:4][C:3]=1[CH:8]([C:10]1[CH:11]=[N:12][CH:13]=[CH:14][CH:15]=1)[OH:9].C1COCC1.[Li]CCCC.[SiH:26](Cl)([CH3:28])[CH3:27], predict the reaction product. The product is: [CH3:27][Si:26]1([CH3:28])[C:2]2[CH:7]=[CH:6][CH:5]=[CH:4][C:3]=2[CH:8]([C:10]2[CH:11]=[N:12][CH:13]=[CH:14][CH:15]=2)[O:9]1. (9) Given the reactants [F:1][C:2]1[CH:3]=[C:4]([CH:7]=[CH:8][C:9]=1[O:10][CH3:11])[CH:5]=O.C([O-])(=O)C.[NH4+].[N+:17]([CH3:20])([O-:19])=[O:18], predict the reaction product. The product is: [F:1][C:2]1[CH:3]=[C:4]([CH:5]=[CH:20][N+:17]([O-:19])=[O:18])[CH:7]=[CH:8][C:9]=1[O:10][CH3:11]. (10) Given the reactants [I:1][C:2]1[CH:3]=[N:4][NH:5][CH:6]=1.Br[CH2:8][CH:9]1[O:14][C:13](=[O:15])[NH:12][CH2:11][CH2:10]1.C(=O)([O-])[O-].[Cs+].[Cs+].[I-].[K+], predict the reaction product. The product is: [I:1][C:2]1[CH:3]=[N:4][N:5]([CH2:8][CH:9]2[O:14][C:13](=[O:15])[NH:12][CH2:11][CH2:10]2)[CH:6]=1.